Dataset: Cav3 T-type calcium channel HTS with 100,875 compounds. Task: Binary Classification. Given a drug SMILES string, predict its activity (active/inactive) in a high-throughput screening assay against a specified biological target. (1) The compound is O1C(C(=O)N2CCn3c(nc4c3cccc4)C2)COc2c1cccc2. The result is 0 (inactive). (2) The compound is o1c2c(c(c(CC)c1=O)C)ccc(OCC(=O)N(C)C)c2C. The result is 0 (inactive). (3) The compound is O=C(NC(CC(C)C)C(=O)NCC(=O)N)C1N(CCC1)C(=O)C(N)Cc1ccc(O)cc1. The result is 0 (inactive). (4) The result is 0 (inactive). The molecule is S(Cc1noc(c1C(O)=O)C(=O)NCCOC)c1cc(c(cc1)C)C. (5) The drug is O=C(N1C(c2c(C=C1)cccc2)C#N)CCC#CC. The result is 0 (inactive). (6) The compound is S(=O)(=O)(N(c1ccc(OCC)cc1)CC(O)=O)c1ccc(F)cc1. The result is 0 (inactive). (7) The molecule is O=C(NCc1cccnc1)C1CCN(CC1)Cc1ccc(cc1)C(C)C. The result is 0 (inactive). (8) The molecule is S1(=O)(=O)c2cc(N3CCC(CC3)C(=O)N3CCCCC3)ccc2C(=O)c2c1cccc2. The result is 0 (inactive). (9) The drug is O(c1ncnc2c3c([nH]c12)ccc(OC)c3)CCCC. The result is 0 (inactive).